From a dataset of Forward reaction prediction with 1.9M reactions from USPTO patents (1976-2016). Predict the product of the given reaction. (1) The product is: [CH2:13]([O:7][CH:6]([OH:10])[C:5]1[CH:8]=[CH:9][CH:2]=[CH:3][CH:4]=1)[CH2:14][CH2:15][CH2:16][CH2:17][CH2:18][CH2:19][CH2:20][CH:21]=[CH2:22]. Given the reactants O[C:2]1[CH:9]=[CH:8][C:5]([CH2:6][OH:7])=[CH:4][CH:3]=1.[OH-:10].[Na+].Br[CH2:13][CH2:14][CH2:15][CH2:16][CH2:17][CH2:18][CH2:19][CH2:20][CH:21]=[CH2:22], predict the reaction product. (2) Given the reactants [N:1]1[C:10]2[C:5](=[CH:6][C:7]([C:11]([OH:13])=O)=[CH:8][CH:9]=2)[CH:4]=[CH:3][CH:2]=1.[CH3:14][C:15]([CH3:27])=[CH:16][CH2:17][O:18][C:19]1[CH:20]=[C:21]([CH:24]=[CH:25][CH:26]=1)[CH2:22][NH2:23].F[P-](F)(F)(F)(F)F.N1([P+](N(C)C)(N(C)C)N(C)C)C2C=CC=CC=2N=N1.C(N(CC)CC)C, predict the reaction product. The product is: [CH3:14][C:15]([CH3:27])=[CH:16][CH2:17][O:18][C:19]1[CH:20]=[C:21]([CH:24]=[CH:25][CH:26]=1)[CH2:22][NH:23][C:11]([C:7]1[CH:6]=[C:5]2[C:10](=[CH:9][CH:8]=1)[N:1]=[CH:2][CH:3]=[CH:4]2)=[O:13]. (3) Given the reactants Cl[C:2]1[C:11]2[C:6](=[CH:7][CH:8]=[C:9]([I:12])[CH:10]=2)[N:5]=[CH:4][N:3]=1.[N:13]1[CH:18]=[CH:17][C:16]([NH2:19])=[CH:15][CH:14]=1, predict the reaction product. The product is: [I:12][C:9]1[CH:10]=[C:11]2[C:6](=[CH:7][CH:8]=1)[N:5]=[CH:4][N:3]=[C:2]2[NH:19][C:16]1[CH:17]=[CH:18][N:13]=[CH:14][CH:15]=1. (4) The product is: [Br:1][C:2]1[C:3]([CH3:22])=[C:4]([C:12]2[CH:17]=[CH:16][CH:15]=[C:14]([C:18]([F:20])([F:19])[F:21])[CH:13]=2)[C:5]2[N:6]([C:8](=[O:11])[N:9]([CH2:37][C:36]3[CH:35]=[CH:34][C:33]([S:30]([CH3:29])(=[O:32])=[O:31])=[CH:40][CH:39]=3)[N:10]=2)[CH:7]=1. Given the reactants [Br:1][C:2]1[C:3]([CH3:22])=[C:4]([C:12]2[CH:17]=[CH:16][CH:15]=[C:14]([C:18]([F:21])([F:20])[F:19])[CH:13]=2)[C:5]2[N:6]([C:8](=[O:11])[NH:9][N:10]=2)[CH:7]=1.C(=O)([O-])[O-].[Cs+].[Cs+].[CH3:29][S:30]([C:33]1[CH:40]=[CH:39][C:36]([CH2:37]Br)=[CH:35][CH:34]=1)(=[O:32])=[O:31].O, predict the reaction product. (5) Given the reactants [CH:1](/B(O)O)=[CH:2]\[C:3]1[CH:8]=[CH:7][CH:6]=[CH:5][CH:4]=1.C(=O)([O-])[O-].[Na+].[Na+].Br[C:19]1[C:20]2[CH:31]=[C:30]([C:32]([O:34][CH2:35][CH3:36])=[O:33])[S:29][C:21]=2[N:22]([CH:24]([O:26][CH2:27][CH3:28])[CH3:25])[N:23]=1, predict the reaction product. The product is: [CH2:27]([O:26][CH:24]([N:22]1[C:21]2[S:29][C:30]([C:32]([O:34][CH2:35][CH3:36])=[O:33])=[CH:31][C:20]=2[C:19](/[CH:1]=[CH:2]/[C:3]2[CH:8]=[CH:7][CH:6]=[CH:5][CH:4]=2)=[N:23]1)[CH3:25])[CH3:28]. (6) Given the reactants [F:1][C:2]1[CH:16]=[CH:15][C:5]([O:6][C:7]2[S:11][C:10]3=[N:12][CH:13]=[CH:14][N:9]3[N:8]=2)=[CH:4][CH:3]=1.[I:17]N1C(=O)CCC1=O, predict the reaction product. The product is: [F:1][C:2]1[CH:16]=[CH:15][C:5]([O:6][C:7]2[S:11][C:10]3=[N:12][CH:13]=[C:14]([I:17])[N:9]3[N:8]=2)=[CH:4][CH:3]=1. (7) The product is: [Cl:22][C:23]1[CH:28]=[CH:27][C:26]([CH2:29][CH2:30][C@H:31]2[C:40]3[C:35](=[CH:36][C:37]([O:43][CH3:44])=[C:38]([O:41][CH3:42])[CH:39]=3)[CH2:34][CH2:33][N:32]2[C@H:4]([C:5]2[CH:6]=[CH:7][CH:8]=[CH:9][CH:10]=2)[C:1]([NH2:2])=[O:3])=[CH:25][C:24]=1[C:45]([F:48])([F:46])[F:47]. Given the reactants [C:1]([CH:4](OS(C1C=CC(C)=CC=1)(=O)=O)[C:5]1[CH:10]=[CH:9][CH:8]=[CH:7][CH:6]=1)(=[O:3])[NH2:2].[Cl:22][C:23]1[CH:28]=[CH:27][C:26]([CH2:29][CH2:30][C@H:31]2[C:40]3[C:35](=[CH:36][C:37]([O:43][CH3:44])=[C:38]([O:41][CH3:42])[CH:39]=3)[CH2:34][CH2:33][NH:32]2)=[CH:25][C:24]=1[C:45]([F:48])([F:47])[F:46], predict the reaction product.